Dataset: Forward reaction prediction with 1.9M reactions from USPTO patents (1976-2016). Task: Predict the product of the given reaction. (1) Given the reactants [O:1]1[CH:5]=[CH:4][CH:3]=[C:2]1[C:6]1[CH2:7][C:8]([C:11]([OH:13])=O)=[N:9][N:10]=1.[NH2:14][CH2:15][CH2:16][N:17]1[CH:21]=[CH:20][C:19]([C:22]2[CH:29]=[CH:28][C:25]([C:26]#[N:27])=[C:24]([Cl:30])[CH:23]=2)=[N:18]1, predict the reaction product. The product is: [Cl:30][C:24]1[CH:23]=[C:22]([C:19]2[CH:20]=[CH:21][N:17]([CH2:16][CH2:15][NH:14][C:11]([C:8]3[NH:9][N:10]=[C:6]([C:2]4[O:1][CH:5]=[CH:4][CH:3]=4)[CH:7]=3)=[O:13])[N:18]=2)[CH:29]=[CH:28][C:25]=1[C:26]#[N:27]. (2) Given the reactants [Cl:1][C:2]1[CH:8]=[CH:7][CH:6]=[C:5]([C:9]([F:12])([F:11])[F:10])[C:3]=1[NH2:4].Cl[C:14]1[C:23]2[C:18](=[C:19]([O:26][CH:27]3[CH2:31][CH2:30][CH2:29][CH2:28]3)[C:20]([O:24][CH3:25])=[CH:21][CH:22]=2)[O:17][C:16](=[O:32])[CH:15]=1, predict the reaction product. The product is: [Cl:1][C:2]1[CH:8]=[CH:7][CH:6]=[C:5]([C:9]([F:11])([F:10])[F:12])[C:3]=1[NH:4][C:14]1[C:23]2[C:18](=[C:19]([O:26][CH:27]3[CH2:31][CH2:30][CH2:29][CH2:28]3)[C:20]([O:24][CH3:25])=[CH:21][CH:22]=2)[O:17][C:16](=[O:32])[CH:15]=1. (3) Given the reactants [NH2:1][C:2]1[C:3]([I:16])=[C:4]([C:13](Cl)=[O:14])[C:5]([I:12])=[C:6]([C:10]=1[I:11])[C:7](Cl)=[O:8].[NH:17]1[CH2:22][CH2:21][O:20][CH2:19][CH2:18]1, predict the reaction product. The product is: [NH2:1][C:2]1[C:3]([I:16])=[C:4]([C:13]([N:17]2[CH2:22][CH2:21][O:20][CH2:19][CH2:18]2)=[O:14])[C:5]([I:12])=[C:6]([C:7]([N:17]2[CH2:22][CH2:21][O:20][CH2:19][CH2:18]2)=[O:8])[C:10]=1[I:11]. (4) Given the reactants F[C:2]1[CH:7]=[CH:6][C:5]([C:8]2[N:9]=[C:10]3[C:15](=[N:16][CH:17]=2)[N:14]=[C:13]([S:18]([CH3:20])=[O:19])[N:12]=[C:11]3[NH:21][CH2:22][C:23]([F:26])([F:25])[F:24])=[CH:4][CH:3]=1.[CH2:27]([O:29][C:30](=[O:55])C1C=CC(C2N=C3C(=NC=2)N=C(SC)N=C3NCC(F)(F)F)=CC=1)[CH3:28], predict the reaction product. The product is: [CH2:27]([O:29][C:30](=[O:55])[C:2]1[CH:7]=[CH:6][C:5]([C:8]2[N:9]=[C:10]3[C:15](=[N:16][CH:17]=2)[N:14]=[C:13]([S:18]([CH3:20])=[O:19])[N:12]=[C:11]3[NH:21][CH2:22][C:23]([F:24])([F:25])[F:26])=[CH:4][CH:3]=1)[CH3:28]. (5) Given the reactants [F:1][CH:2]([F:21])[O:3][C:4]1[C:9]2[O:10][C:11]3([O:17][C:8]=2[C:7]([C:18]([OH:20])=[O:19])=[CH:6][CH:5]=1)[CH2:16][CH2:15][S:14][CH2:13][CH2:12]3.[N+:22]([C:25]1[CH:30]=[CH:29][C:28](O)=[CH:27][CH:26]=1)([O-:24])=[O:23].COC(C)(C)C.CCOC(C)=O, predict the reaction product. The product is: [F:21][CH:2]([F:1])[O:3][C:4]1[C:9]2[O:10][C:11]3([O:17][C:8]=2[C:7]([C:18]([O:20][C:28]2[CH:29]=[CH:30][C:25]([N+:22]([O-:24])=[O:23])=[CH:26][CH:27]=2)=[O:19])=[CH:6][CH:5]=1)[CH2:16][CH2:15][S:14][CH2:13][CH2:12]3. (6) Given the reactants [CH2:1]([O:5][C:6]1[CH:11]=[CH:10][C:9]([C:12]2[CH:16]=[C:15]([CH2:17]Cl)[O:14][N:13]=2)=[CH:8][CH:7]=1)[CH2:2][CH2:3][CH3:4].[C:19]1([C:25]2[N:33]=[C:28]3[CH:29]=[N:30][NH:31][CH:32]=[C:27]3[N:26]=2)[CH:24]=[CH:23][CH:22]=[CH:21][CH:20]=1, predict the reaction product. The product is: [CH2:1]([O:5][C:6]1[CH:11]=[CH:10][C:9]([C:12]2[CH:16]=[C:15]([CH2:17][N:30]3[CH:29]=[C:28]4[N:33]=[C:25]([C:19]5[CH:24]=[CH:23][CH:22]=[CH:21][CH:20]=5)[N:26]=[C:27]4[CH:32]=[N:31]3)[O:14][N:13]=2)=[CH:8][CH:7]=1)[CH2:2][CH2:3][CH3:4]. (7) Given the reactants [O:1]=[C:2]([CH2:13][CH2:14][CH2:15][CH2:16][CH2:17][CH2:18][CH2:19]CC)/[C:3](/[NH:6][C:7](=[O:12])[O:8][CH2:9][CH:10]=[CH2:11])=[CH:4]/[CH3:5].CON(C)C(=O)/C(/NC(=O)OCC=C)=C/C, predict the reaction product. The product is: [CH2:9]([O:8][C:7](=[O:12])[NH:6]/[C:3](/[C:2](=[O:1])[CH2:13][CH2:14][CH2:15][CH2:16][CH2:17][CH2:18][CH3:19])=[CH:4]\[CH3:5])[CH:10]=[CH2:11]. (8) Given the reactants [NH2:1][C:2]1[C:15]2[C:6](=[CH:7][C:8]3[C:9]4[C:14]=2[C:13](=[O:16])[N:12]([CH2:17][CH2:18][N:19]([CH3:21])[CH3:20])[C:11](=[O:22])[C:10]=4[CH:23]=[CH:24][CH:25]=3)[CH:5]=[CH:4][CH:3]=1.[Br:26][C:27]1[CH:32]=[CH:31][C:30]([N:33]=[C:34]=[S:35])=[CH:29][CH:28]=1, predict the reaction product. The product is: [CH3:21][N:19]([CH3:20])[CH2:18][CH2:17][N:12]1[C:11](=[O:22])[C:10]2[CH:23]=[CH:24][CH:25]=[C:8]3[C:9]=2[C:14](=[C:15]2[C:2]([NH:1][C:34]([NH:33][C:30]4[CH:31]=[CH:32][C:27]([Br:26])=[CH:28][CH:29]=4)=[S:35])=[CH:3][CH:4]=[CH:5][C:6]2=[CH:7]3)[C:13]1=[O:16]. (9) The product is: [C:1]([O:5][C:6](=[O:37])[NH:7][C:8]1([C:12]2[CH:13]=[CH:14][C:15]([C:18]3[C:27](=[O:28])[C:26]4[CH:25]=[CH:24][C:23]5[N:29]=[C:38]([CH3:39])[NH:30][C:22]=5[C:21]=4[O:20][C:19]=3[C:31]3[CH:32]=[CH:33][CH:34]=[CH:35][CH:36]=3)=[CH:16][CH:17]=2)[CH2:11][CH2:10][CH2:9]1)([CH3:4])([CH3:2])[CH3:3]. Given the reactants [C:1]([O:5][C:6](=[O:37])[NH:7][C:8]1([C:12]2[CH:17]=[CH:16][C:15]([C:18]3[C:27](=[O:28])[C:26]4[C:21](=[C:22]([NH2:30])[C:23]([NH2:29])=[CH:24][CH:25]=4)[O:20][C:19]=3[C:31]3[CH:36]=[CH:35][CH:34]=[CH:33][CH:32]=3)=[CH:14][CH:13]=2)[CH2:11][CH2:10][CH2:9]1)([CH3:4])([CH3:3])[CH3:2].[CH3:38][C:39](C)(C)C([O-])([O-])[O-].II, predict the reaction product.